From a dataset of Forward reaction prediction with 1.9M reactions from USPTO patents (1976-2016). Predict the product of the given reaction. Given the reactants CO[C:3]([C:5]1[CH:6]=[C:7]2[C:11](=[CH:12][CH:13]=1)[NH:10][N:9]=[CH:8]2)=[O:4].[CH3:14][S:15]([CH2:18][CH2:19][CH2:20]OS(C)(=O)=O)(=[O:17])=[O:16], predict the reaction product. The product is: [CH3:14][S:15]([CH2:18][CH2:19][CH2:20][N:10]1[C:11]2[C:7](=[CH:6][C:5]([CH2:3][OH:4])=[CH:13][CH:12]=2)[CH:8]=[N:9]1)(=[O:17])=[O:16].